From a dataset of Full USPTO retrosynthesis dataset with 1.9M reactions from patents (1976-2016). Predict the reactants needed to synthesize the given product. Given the product [OH:1][CH2:2][C@H:3]1[CH2:4][CH2:5][C@H:6]([C:9]([O:11][CH2:18][C:19]2[CH:24]=[CH:23][CH:22]=[CH:21][CH:20]=2)=[O:10])[CH2:7][CH2:8]1, predict the reactants needed to synthesize it. The reactants are: [OH:1][CH2:2][C@H:3]1[CH2:8][CH2:7][C@H:6]([C:9]([OH:11])=[O:10])[CH2:5][CH2:4]1.C(=O)([O-])[O-].[K+].[K+].[CH2:18](Br)[C:19]1[CH:24]=[CH:23][CH:22]=[CH:21][CH:20]=1.